This data is from Full USPTO retrosynthesis dataset with 1.9M reactions from patents (1976-2016). The task is: Predict the reactants needed to synthesize the given product. (1) Given the product [CH3:17][O:18][C:19]1[CH:20]=[CH:21][C:22]([S:25]([N:7]2[CH2:6][C:5]3[CH:9]=[CH:10][C:11]([C:13]([O:15][CH3:16])=[O:14])=[CH:12][C:4]=3[O:3][C@H:2]([CH3:1])[CH2:8]2)(=[O:27])=[O:26])=[CH:23][CH:24]=1, predict the reactants needed to synthesize it. The reactants are: [CH3:1][C@@H:2]1[CH2:8][NH:7][CH2:6][C:5]2[CH:9]=[CH:10][C:11]([C:13]([O:15][CH3:16])=[O:14])=[CH:12][C:4]=2[O:3]1.[CH3:17][O:18][C:19]1[CH:24]=[CH:23][C:22]([S:25](Cl)(=[O:27])=[O:26])=[CH:21][CH:20]=1.CCN(CC)CC. (2) Given the product [F:6][C:7]1[CH:33]=[CH:32][C:10]([C:11]([C:13]2[CH:14]=[N:15][C:16]([N:19]3[CH2:24][CH2:23][N:22]([C:25]([O:27][C:28]([CH3:31])([CH3:30])[CH3:29])=[O:26])[CH2:21][CH2:20]3)=[N:17][CH:18]=2)=[CH2:2])=[CH:9][CH:8]=1, predict the reactants needed to synthesize it. The reactants are: [Li][CH2:2]CCC.[F:6][C:7]1[CH:33]=[CH:32][C:10]([C:11]([C:13]2[CH:14]=[N:15][C:16]([N:19]3[CH2:24][CH2:23][N:22]([C:25]([O:27][C:28]([CH3:31])([CH3:30])[CH3:29])=[O:26])[CH2:21][CH2:20]3)=[N:17][CH:18]=2)=O)=[CH:9][CH:8]=1.